From a dataset of Rat liver microsome stability data. Regression/Classification. Given a drug SMILES string, predict its absorption, distribution, metabolism, or excretion properties. Task type varies by dataset: regression for continuous measurements (e.g., permeability, clearance, half-life) or binary classification for categorical outcomes (e.g., BBB penetration, CYP inhibition). Dataset: rlm. (1) The compound is Cc1cccc(Cl)c1NC(=O)Nc1cc2ccccc2cc1C(=O)N[C@@H](CCCCN)C(=O)O. The result is 1 (stable in rat liver microsomes). (2) The compound is Cc1ccc2c(c1)N(S(=O)(=O)c1cc(-c3onc(C)c3C)ccc1C)CCO2. The result is 1 (stable in rat liver microsomes). (3) The molecule is CN(C)CCn1ccc2c(N3CCOCC3)nc(-c3ccc(NC(=O)Nc4ccccn4)cc3)nc21. The result is 1 (stable in rat liver microsomes). (4) The molecule is O=C(N[C@H](Cc1c[nH]c2ccccc12)C(=O)Nc1ccncc1)c1ccc(N2CCN(c3ccccc3Cl)CC2)cc1F. The result is 1 (stable in rat liver microsomes). (5) The compound is C[C@@H](O)CNC(C)(C)CC(=O)N[C@@H]1CCc2ccccc2N(Cc2ccc(-c3ccccc3-c3nn[nH]n3)cc2)C1=O. The result is 0 (unstable in rat liver microsomes). (6) The drug is COc1ccccc1N1CCN(C(=O)c2cc(-c3ccc(Cl)cc3)[nH]n2)CC1. The result is 1 (stable in rat liver microsomes). (7) The molecule is Cc1nc(-c2ccc3c(c2)c(Cl)c(C)n3CC(C)C)sc1C(=O)O. The result is 1 (stable in rat liver microsomes). (8) The drug is Cc1cccc(C)c1C(=O)Nc1cccc(S(=O)(=O)N(C)C)c1. The result is 1 (stable in rat liver microsomes).